This data is from Catalyst prediction with 721,799 reactions and 888 catalyst types from USPTO. The task is: Predict which catalyst facilitates the given reaction. (1) Reactant: [Br:1][C:2]1[N:3]=[C:4]([NH:15][CH2:16][C:17]2[C:22]([F:23])=[CH:21][CH:20]=[C:19]([F:24])[C:18]=2[Cl:25])[C:5]([NH:8][CH2:9][CH2:10][C:11](OC)=[O:12])=[N:6][CH:7]=1. Product: [Br:1][C:2]1[CH:7]=[N:6][C:5]2[NH:8][CH2:9][CH2:10][C:11](=[O:12])[N:15]([CH2:16][C:17]3[C:22]([F:23])=[CH:21][CH:20]=[C:19]([F:24])[C:18]=3[Cl:25])[C:4]=2[N:3]=1. The catalyst class is: 52. (2) Product: [CH2:27]([CH:23]1[CH2:24][CH2:25][CH2:26][N:22]1[C:20]([C@H:10]1[C@H:11]([C:13]2[CH:18]=[CH:17][CH:16]=[CH:15][C:14]=2[CH3:19])[CH2:12][NH:8][CH2:9]1)=[O:21])[C:28]1[CH:33]=[CH:32][CH:31]=[CH:30][CH:29]=1. The catalyst class is: 5. Reactant: C([N:8]1[CH2:12][CH:11]([C:13]2[CH:18]=[CH:17][CH:16]=[CH:15][C:14]=2[CH3:19])[CH:10]([C:20]([N:22]2[CH2:26][CH2:25][CH2:24][CH:23]2[CH2:27][C:28]2[CH:33]=[CH:32][CH:31]=[CH:30][CH:29]=2)=[O:21])[CH2:9]1)C1C=CC=CC=1. (3) Reactant: [Br:1][C:2]1[CH:10]=[C:9]2[C:5]([C:6]([CH2:11][C:12]#[N:13])=[CH:7][NH:8]2)=[CH:4][CH:3]=1.[CH3:14][C:15]([O:18][C:19](O[C:19]([O:18][C:15]([CH3:17])([CH3:16])[CH3:14])=[O:20])=[O:20])([CH3:17])[CH3:16]. Product: [Br:1][C:2]1[CH:10]=[C:9]2[C:5]([C:6]([CH2:11][C:12]#[N:13])=[CH:7][N:8]2[C:19]([O:18][C:15]([CH3:17])([CH3:16])[CH3:14])=[O:20])=[CH:4][CH:3]=1. The catalyst class is: 79. (4) Reactant: [Cl:1][CH2:2][CH2:3][O:4][C:5]1[CH:10]=[CH:9][CH:8]=[C:7]([N+:11]([O-])=O)[C:6]=1[CH2:14][S:15]([C:18]1[C:27]2[C:22](=[CH:23][CH:24]=[CH:25][CH:26]=2)[CH:21]=[CH:20][CH:19]=1)(=[O:17])=[O:16].C(O)=O. Product: [Cl:1][CH2:2][CH2:3][O:4][C:5]1[C:6]([CH2:14][S:15]([C:18]2[C:27]3[C:22](=[CH:23][CH:24]=[CH:25][CH:26]=3)[CH:21]=[CH:20][CH:19]=2)(=[O:17])=[O:16])=[C:7]([NH2:11])[CH:8]=[CH:9][CH:10]=1. The catalyst class is: 358. (5) Reactant: Cl[C:2]1[N:7]=[CH:6][C:5]([S:8]([C:11]2[S:15][C:14]([CH2:16][N:17]([CH3:25])[C:18](=[O:24])[O:19][C:20]([CH3:23])([CH3:22])[CH3:21])=[N:13][C:12]=2[C:26]2[C:27]([F:32])=[N:28][CH:29]=[CH:30][CH:31]=2)(=[O:10])=[O:9])=[CH:4][CH:3]=1.C(N(CC)CC)C.C(O)C. Product: [F:32][C:27]1[C:26]([C:12]2[N:13]=[C:14]([CH2:16][N:17]([CH3:25])[C:18](=[O:24])[O:19][C:20]([CH3:21])([CH3:22])[CH3:23])[S:15][C:11]=2[S:8]([C:5]2[CH:6]=[N:7][CH:2]=[CH:3][CH:4]=2)(=[O:10])=[O:9])=[CH:31][CH:30]=[CH:29][N:28]=1. The catalyst class is: 481.